Dataset: Forward reaction prediction with 1.9M reactions from USPTO patents (1976-2016). Task: Predict the product of the given reaction. Given the reactants [C:1]([O:5][CH2:6][C:7]1[CH:8]=[C:9]([C:13]2[N:21]3[C:16]([CH:17]=[N:18][C:19](O)=[N:20]3)=[CH:15][CH:14]=2)[CH:10]=[CH:11][CH:12]=1)([CH3:4])([CH3:3])[CH3:2].[N:23]1([C:29]2[CH:30]=[C:31]([NH2:35])[CH:32]=[CH:33][CH:34]=2)[CH2:28][CH2:27][O:26][CH2:25][CH2:24]1, predict the reaction product. The product is: [C:1]([O:5][CH2:6][C:7]1[CH:8]=[C:9]([C:13]2[N:21]3[C:16]([CH:17]=[N:18][C:19]([NH:35][C:31]4[CH:32]=[CH:33][CH:34]=[C:29]([N:23]5[CH2:28][CH2:27][O:26][CH2:25][CH2:24]5)[CH:30]=4)=[N:20]3)=[CH:15][CH:14]=2)[CH:10]=[CH:11][CH:12]=1)([CH3:4])([CH3:3])[CH3:2].